Dataset: Full USPTO retrosynthesis dataset with 1.9M reactions from patents (1976-2016). Task: Predict the reactants needed to synthesize the given product. Given the product [NH2:18][C:19]1[N:20]=[C:21]([NH:31][CH:32]2[CH2:37][CH2:36][CH2:35][N:34]([C:2]3[C:7]([C:8]#[N:9])=[CH:6][CH:5]=[C:4]([C:10]4[CH:15]=[CH:14][C:13]([F:16])=[CH:12][CH:11]=4)[N:3]=3)[CH2:33]2)[CH:22]=[CH:23][C:24]=1[C:25](=[O:30])[C:26]([F:29])([F:28])[F:27], predict the reactants needed to synthesize it. The reactants are: Cl[C:2]1[C:7]([C:8]#[N:9])=[CH:6][CH:5]=[C:4]([C:10]2[CH:15]=[CH:14][C:13]([F:16])=[CH:12][CH:11]=2)[N:3]=1.Cl.[NH2:18][C:19]1[C:24]([C:25](=[O:30])[C:26]([F:29])([F:28])[F:27])=[CH:23][CH:22]=[C:21]([NH:31][CH:32]2[CH2:37][CH2:36][CH2:35][NH:34][CH2:33]2)[N:20]=1.C(N(CC)C(C)C)(C)C.